From a dataset of Full USPTO retrosynthesis dataset with 1.9M reactions from patents (1976-2016). Predict the reactants needed to synthesize the given product. Given the product [CH2:12]([O:11][C:3](=[O:10])[CH:4]([C:15]1[C:20]([N+:21]([O-:23])=[O:22])=[CH:19][CH:18]=[C:17]([Cl:24])[N:16]=1)[C:5]([O:7][CH2:8][CH3:9])=[O:6])[CH3:13].[CH2:12]([O:11][C:3](=[O:10])[CH:4]([C:17]1[CH:18]=[CH:19][C:20]([N+:21]([O-:23])=[O:22])=[C:15]([Cl:14])[N:16]=1)[C:5]([O:7][CH2:8][CH3:9])=[O:6])[CH3:13], predict the reactants needed to synthesize it. The reactants are: [H-].[Na+].[C:3]([O:11][CH2:12][CH3:13])(=[O:10])[CH2:4][C:5]([O:7][CH2:8][CH3:9])=[O:6].[Cl:14][C:15]1[C:20]([N+:21]([O-:23])=[O:22])=[CH:19][CH:18]=[C:17]([Cl:24])[N:16]=1.Cl.